Dataset: Peptide-MHC class I binding affinity with 185,985 pairs from IEDB/IMGT. Task: Regression. Given a peptide amino acid sequence and an MHC pseudo amino acid sequence, predict their binding affinity value. This is MHC class I binding data. (1) The peptide sequence is ILSEKRKDTI. The MHC is HLA-A02:01 with pseudo-sequence HLA-A02:01. The binding affinity (normalized) is 0. (2) The binding affinity (normalized) is 0.276. The peptide sequence is EVLNLVMETL. The MHC is H-2-Kd with pseudo-sequence H-2-Kd. (3) The peptide sequence is PYDINQML. The MHC is Mamu-A01 with pseudo-sequence Mamu-A01. The binding affinity (normalized) is 0.141. (4) The peptide sequence is HTIENTTANI. The MHC is HLA-A26:01 with pseudo-sequence HLA-A26:01. The binding affinity (normalized) is 0.294. (5) The peptide sequence is RLFYTFFSY. The MHC is HLA-A31:01 with pseudo-sequence HLA-A31:01. The binding affinity (normalized) is 0.496. (6) The peptide sequence is KMFHGGLRY. The MHC is HLA-B15:01 with pseudo-sequence HLA-B15:01. The binding affinity (normalized) is 0.502. (7) The peptide sequence is RHYKRWPFY. The MHC is HLA-A01:01 with pseudo-sequence HLA-A01:01. The binding affinity (normalized) is 0.0847.